From a dataset of Full USPTO retrosynthesis dataset with 1.9M reactions from patents (1976-2016). Predict the reactants needed to synthesize the given product. (1) Given the product [CH3:19][NH:18][C:17]([C:14]1[N:11]2[CH2:12][CH2:13][NH:8][CH:9]([CH3:21])[C:10]2=[CH:16][CH:15]=1)=[O:20], predict the reactants needed to synthesize it. The reactants are: C(OC([N:8]1[CH2:13][CH2:12][N:11]2[C:14]([C:17](=[O:20])[NH:18][CH3:19])=[CH:15][CH:16]=[C:10]2[CH:9]1[CH3:21])=O)(C)(C)C.Cl. (2) Given the product [NH2:15][C:12]1[CH:11]=[CH:10][C:9]([NH:8][C:1](=[O:3])[C:30]2[CH:29]=[CH:25][C:24]([F:23])=[CH:32][C:31]=2[F:33])=[CH:14][CH:13]=1, predict the reactants needed to synthesize it. The reactants are: [C:1]([NH:8][C:9]1[CH:14]=[CH:13][C:12]([NH2:15])=[CH:11][CH:10]=1)([O:3]C(C)(C)C)=O.C(N(CC)CC)C.[F:23][C:24]1[CH:32]=[C:31]([F:33])[CH:30]=[CH:29][C:25]=1C(Cl)=O. (3) Given the product [CH2:12]([O:11][P:10]([O:14][CH2:15][CH3:16])[O:17][CH2:6][C:5]1[CH:8]=[CH:9][C:2]([Br:1])=[CH:3][CH:4]=1)[CH3:13], predict the reactants needed to synthesize it. The reactants are: [Br:1][C:2]1[CH:9]=[CH:8][C:5]([CH2:6]Br)=[CH:4][CH:3]=1.[P:10]([O:17]CC)([O:14][CH2:15][CH3:16])[O:11][CH2:12][CH3:13]. (4) Given the product [C:12]([O:11][C:9]([NH:28][CH2:26][CH2:27][C:24]1[NH:25][CH:21]=[CH:22][N:23]=1)=[O:10])([CH3:13])([CH3:14])[CH3:15], predict the reactants needed to synthesize it. The reactants are: [C:9](O[C:9]([O:11][C:12]([CH3:15])([CH3:14])[CH3:13])=[O:10])([O:11][C:12]([CH3:15])([CH3:14])[CH3:13])=[O:10].Cl.Cl.NCC[C:21]1[N:25]=[CH:24][NH:23][CH:22]=1.[CH2:26]([N:28](CC)CC)[CH3:27]. (5) Given the product [CH2:11]([O:10][C:8]([C:3]1[CH2:4][CH2:5][CH2:6][CH2:7][C:2]=1[NH:1][C:24](=[O:25])[CH2:23][CH2:22][CH2:21][CH2:20][Br:19])=[O:9])[CH3:12], predict the reactants needed to synthesize it. The reactants are: [NH2:1][C:2]1[CH2:7][CH2:6][CH2:5][CH2:4][C:3]=1[C:8]([O:10][CH2:11][CH3:12])=[O:9].N1C=CC=CC=1.[Br:19][CH2:20][CH2:21][CH2:22][CH2:23][C:24](Cl)=[O:25].C(OCC)(=O)C. (6) Given the product [CH3:24][C:23]1[CH:22]=[C:21]([CH3:25])[NH:20][C:19](=[O:26])[C:18]=1[CH2:17][NH:16][C:14]([C:4]1[C:5]2[CH:10]=[N:9][N:8]([CH:11]([CH3:13])[CH3:12])[C:6]=2[N:7]=[C:2]([C:35]2[CH:43]=[C:42]3[C:38]([CH2:39][C:40](=[O:44])[NH:41]3)=[CH:37][CH:36]=2)[CH:3]=1)=[O:15], predict the reactants needed to synthesize it. The reactants are: Cl[C:2]1[CH:3]=[C:4]([C:14]([NH:16][CH2:17][C:18]2[C:19](=[O:26])[NH:20][C:21]([CH3:25])=[CH:22][C:23]=2[CH3:24])=[O:15])[C:5]2[CH:10]=[N:9][N:8]([CH:11]([CH3:13])[CH3:12])[C:6]=2[N:7]=1.CC1(C)C(C)(C)OB([C:35]2[CH:43]=[C:42]3[C:38]([CH2:39][C:40](=[O:44])[NH:41]3)=[CH:37][CH:36]=2)O1.C(=O)([O-])[O-].[Na+].[Na+]. (7) Given the product [C:8]([C:5]1[CH:6]=[CH:7][C:2]([CH3:1])=[C:3]([CH:4]=1)[C:13]#[N:14])(=[O:9])[CH3:10], predict the reactants needed to synthesize it. The reactants are: [CH3:1][C:2]1[CH:7]=[CH:6][C:5]([C:8]([CH3:10])=[O:9])=[CH:4][C:3]=1Br.[Cu][C:13]#[N:14]. (8) Given the product [F:1][C:2]1[CH:33]=[CH:32][CH:31]=[C:30]([S:36][CH3:35])[C:3]=1[CH2:4][N:5]1[C:10]2[N:11]=[C:12]([NH:15][C:16]3[CH:21]=[CH:20][C:19]([N:22]4[CH2:27][CH2:26][N:25]([CH3:28])[CH2:24][CH2:23]4)=[CH:18][CH:17]=3)[N:13]=[CH:14][C:9]=2[CH:8]=[CH:7][C:6]1=[O:29], predict the reactants needed to synthesize it. The reactants are: [F:1][C:2]1[CH:33]=[CH:32][CH:31]=[C:30](F)[C:3]=1[CH2:4][N:5]1[C:10]2[N:11]=[C:12]([NH:15][C:16]3[CH:21]=[CH:20][C:19]([N:22]4[CH2:27][CH2:26][N:25]([CH3:28])[CH2:24][CH2:23]4)=[CH:18][CH:17]=3)[N:13]=[CH:14][C:9]=2[CH:8]=[CH:7][C:6]1=[O:29].[CH3:35][S:36](C)=O. (9) Given the product [OH:50][C@@H:30]1[C:31](=[O:32])[N:27]([C:16]2[CH:17]=[CH:18][C:19]([N:20]3[CH2:25][CH2:24][O:23][CH2:22][C:21]3=[O:26])=[C:14]([CH3:13])[CH:15]=2)[CH2:28][C@H:29]1[NH:33][C:34]([C:36]1[S:37][C:38]([Br:41])=[CH:39][CH:40]=1)=[O:35], predict the reactants needed to synthesize it. The reactants are: C([Li])CCC.C(NC(C)C)(C)C.[CH3:13][C:14]1[CH:15]=[C:16]([N:27]2[C:31](=[O:32])[CH2:30][C@@H:29]([NH:33][C:34]([C:36]3[S:37][C:38]([Br:41])=[CH:39][CH:40]=3)=[O:35])[CH2:28]2)[CH:17]=[CH:18][C:19]=1[N:20]1[CH2:25][CH2:24][O:23][CH2:22][C:21]1=[O:26].CC1(C)[C@@]23C4(ON4S(=O)(=[O:50])C2)C[C@@H]1CC3.[Cl-].[NH4+]. (10) Given the product [Br:1][C:2]1[CH:3]=[C:4]2[C:9](=[CH:10][C:11]=1[O:12][CH3:13])[CH:8]=[N+:7]([O-:14])[CH:6]=[CH:5]2, predict the reactants needed to synthesize it. The reactants are: [Br:1][C:2]1[CH:3]=[C:4]2[C:9](=[CH:10][C:11]=1[O:12][CH3:13])[CH:8]=[N:7][CH:6]=[CH:5]2.[OH:14]O.